This data is from Full USPTO retrosynthesis dataset with 1.9M reactions from patents (1976-2016). The task is: Predict the reactants needed to synthesize the given product. Given the product [O:13]=[S:11]1(=[O:12])[C:3]2[C:2](=[CH:7][C:6]([N:8]([CH3:9])[CH3:10])=[CH:5][CH:4]=2)[C:16]2[C:15](=[C:24]3[C:19](=[CH:18][CH:17]=2)[CH:20]=[CH:21][CH:22]=[N:23]3)[NH:14]1, predict the reactants needed to synthesize it. The reactants are: N[C:2]1[CH:7]=[C:6]([N:8]([CH3:10])[CH3:9])[CH:5]=[CH:4][C:3]=1[S:11]([NH:14][C:15]1[CH:16]=[CH:17][CH:18]=[C:19]2[C:24]=1[N:23]=[CH:22][CH:21]=[CH:20]2)(=[O:13])=[O:12].N(OC(C)(C)C)=O.CC(O)=O.